From a dataset of Catalyst prediction with 721,799 reactions and 888 catalyst types from USPTO. Predict which catalyst facilitates the given reaction. (1) Reactant: [Cl:1][C:2]1[CH:7]=[C:6]([N+:8]([O-])=O)[CH:5]=[CH:4][C:3]=1[C:11]([CH3:15])([CH3:14])[C:12]#[N:13]. Product: [NH2:8][C:6]1[CH:5]=[CH:4][C:3]([C:11]([CH3:14])([CH3:15])[C:12]#[N:13])=[C:2]([Cl:1])[CH:7]=1. The catalyst class is: 458. (2) Reactant: FC(F)(F)C(OC(=O)C(F)(F)F)=O.[F:14][C:15]([F:30])([F:29])[C:16]([N:18]1[CH2:24][CH2:23][C:22]2[CH:25]=[CH:26][CH:27]=[CH:28][C:21]=2[CH2:20][CH2:19]1)=[O:17].C1C2C=CC=CC=2CCNC1.N1C=CC=CC=1.O. Product: [F:30][C:15]([F:14])([F:29])[C:16]([N:18]1[CH2:19][CH2:20][C:21]2[CH:28]=[CH:27][CH:26]=[CH:25][C:22]=2[CH2:23][CH2:24]1)=[O:17]. The catalyst class is: 4. (3) Reactant: [CH3:1][O:2][C:3]1[CH:4]=[C:5]([CH:7]=[CH:8][CH:9]=1)[NH2:6].CC[O:12][CH:13]=[C:14]([C:20](OCC)=O)[C:15]([O:17][CH2:18][CH3:19])=[O:16]. Product: [CH3:1][O:2][C:3]1[CH:4]=[C:5]2[C:7]([C:13]([OH:12])=[C:14]([C:15]([O:17][CH2:18][CH3:19])=[O:16])[CH:20]=[N:6]2)=[CH:8][CH:9]=1. The catalyst class is: 2. (4) Reactant: [N:1]1[CH:6]=[CH:5][CH:4]=[C:3]([C:7]2[CH:8]=[C:9]([CH:13]=[CH:14][CH:15]=2)[C:10]([OH:12])=[O:11])[CH:2]=1.[C:16](Cl)(=O)C(Cl)=O. Product: [N:1]1[CH:6]=[CH:5][CH:4]=[C:3]([C:7]2[CH:8]=[C:9]([CH:13]=[CH:14][CH:15]=2)[C:10]([O:12][CH3:16])=[O:11])[CH:2]=1. The catalyst class is: 61. (5) Reactant: [N+:1]([C:4]1[CH:5]=[C:6]([CH:8]=[C:9]([C:11]([F:14])([F:13])[F:12])[CH:10]=1)[NH2:7])([O-:3])=[O:2].C(N(CC)CC)C.[C:22](Cl)(=[O:25])[CH:23]=[CH2:24].O. Product: [N+:1]([C:4]1[CH:5]=[C:6]([NH:7][C:22](=[O:25])[CH:23]=[CH2:24])[CH:8]=[C:9]([C:11]([F:12])([F:13])[F:14])[CH:10]=1)([O-:3])=[O:2]. The catalyst class is: 2. (6) Reactant: [S:1]1[CH:5]=[CH:4][C:3]2[C:6](=[O:9])[CH2:7][CH2:8][C:2]1=2.[H-].[Na+].C([O:14][C:15](=O)[C:16]1[CH:21]=[C:20]([Cl:22])[CH:19]=[C:18]([Cl:23])[CH:17]=1)C.Cl. Product: [Cl:22][C:20]1[CH:21]=[C:16]([CH:17]=[C:18]([Cl:23])[CH:19]=1)[C:15]([CH:7]1[CH2:8][C:2]2[S:1][CH:5]=[CH:4][C:3]=2[C:6]1=[O:9])=[O:14]. The catalyst class is: 375. (7) Reactant: [CH3:1][C:2]1[CH:3]=[C:4]([CH:7]=[C:8]([CH3:13])[C:9]=1[N+:10]([O-:12])=[O:11])[CH:5]=[O:6].C[Si](C)(C)[C:16]([F:19])([F:18])[F:17].CCCC[N+](CCCC)(CCCC)CCCC.[F-].Cl.[K]. Product: [CH3:1][C:2]1[CH:3]=[C:4]([CH:5]([OH:6])[C:16]([F:19])([F:18])[F:17])[CH:7]=[C:8]([CH3:13])[C:9]=1[N+:10]([O-:12])=[O:11]. The catalyst class is: 20. (8) Reactant: [Cl:1][C:2]1[CH:7]=[CH:6][C:5](Br)=[CH:4][N:3]=1.[C:9]([N:16]1[CH2:21][CH2:20][NH:19][CH2:18][CH2:17]1)([O:11][C:12]([CH3:15])([CH3:14])[CH3:13])=[O:10].CC(C)([O-])C.[Na+].CC1(C)C2C=CC=C(P(C3C=CC=CC=3)C3C=CC=CC=3)C=2OC2C1=CC=CC=2P(C1C=CC=CC=1)C1C=CC=CC=1. Product: [C:12]([O:11][C:9]([N:16]1[CH2:21][CH2:20][N:19]([C:5]2[CH:4]=[N:3][C:2]([Cl:1])=[CH:7][CH:6]=2)[CH2:18][CH2:17]1)=[O:10])([CH3:15])([CH3:13])[CH3:14]. The catalyst class is: 101. (9) Reactant: S(Cl)([Cl:3])=O.[CH2:5]([N:12]1[C:16]([CH2:17]O)=[C:15]([Cl:19])[N:14]=[C:13]1[C:20]1[CH:25]=[CH:24][C:23]([N+:26]([O-:28])=[O:27])=[CH:22][CH:21]=1)[C:6]1[CH:11]=[CH:10][CH:9]=[CH:8][CH:7]=1. Product: [CH2:5]([N:12]1[C:16]([CH2:17][Cl:3])=[C:15]([Cl:19])[N:14]=[C:13]1[C:20]1[CH:25]=[CH:24][C:23]([N+:26]([O-:28])=[O:27])=[CH:22][CH:21]=1)[C:6]1[CH:11]=[CH:10][CH:9]=[CH:8][CH:7]=1. The catalyst class is: 22.